From a dataset of Catalyst prediction with 721,799 reactions and 888 catalyst types from USPTO. Predict which catalyst facilitates the given reaction. (1) Reactant: [OH:1][C:2]1[CH:11]=[C:10]2[C:5]([C:6]([O:12][C:13]3[C:14]([C:23]([O:25][CH2:26][CH2:27][CH3:28])=[O:24])=[CH:15][C:16]4[C:21]([CH:22]=3)=[CH:20][CH:19]=[CH:18][CH:17]=4)=[CH:7][CH:8]=[N:9]2)=[CH:4][C:3]=1[O:29][CH3:30].Br[CH2:32][CH2:33][Cl:34].C(=O)([O-])[O-].[K+].[K+].O. Product: [Cl:34][CH2:33][CH2:32][O:1][C:2]1[CH:11]=[C:10]2[C:5]([C:6]([O:12][C:13]3[C:14]([C:23]([O:25][CH2:26][CH2:27][CH3:28])=[O:24])=[CH:15][C:16]4[C:21]([CH:22]=3)=[CH:20][CH:19]=[CH:18][CH:17]=4)=[CH:7][CH:8]=[N:9]2)=[CH:4][C:3]=1[O:29][CH3:30]. The catalyst class is: 9. (2) Reactant: [C:1]1(=[O:11])[C:10]2[C:5](=[CH:6][CH:7]=[CH:8][CH:9]=2)[CH2:4][CH2:3][NH:2]1.I[C:13]1[CH:14]=[N:15][CH:16]=[CH:17][C:18]=1[CH3:19].P([O-])([O-])([O-])=O.[K+].[K+].[K+]. Product: [CH3:19][C:18]1[CH:17]=[CH:16][N:15]=[CH:14][C:13]=1[N:2]1[CH2:3][CH2:4][C:5]2[C:10](=[CH:9][CH:8]=[CH:7][CH:6]=2)[C:1]1=[O:11]. The catalyst class is: 246. (3) Reactant: [O:1]1[CH:5]=[CH:4][CH:3]=[C:2]1[CH2:6][N:7]1[C:15]2[N:14]=[CH:13][N:12]([CH3:16])[C:11]=2[C:10](=[O:17])[NH:9][C:8]1=[O:18].[H-].[Na+].[C:21]([O:24][C@H:25]([CH3:31])[CH2:26][CH2:27][CH2:28][CH2:29]I)(=[O:23])[CH3:22]. Product: [C:21]([O:24][C@H:25]([CH3:31])[CH2:26][CH2:27][CH2:28][CH2:29][N:9]1[C:10](=[O:17])[C:11]2[N:12]([CH3:16])[CH:13]=[N:14][C:15]=2[N:7]([CH2:6][C:2]2[O:1][CH:5]=[CH:4][CH:3]=2)[C:8]1=[O:18])(=[O:23])[CH3:22]. The catalyst class is: 16.